From a dataset of Reaction yield outcomes from USPTO patents with 853,638 reactions. Predict the reaction yield, written as a fraction of the theoretical maximum amount of product (1.0 means a 100% yield; for example, 0.34 means a 34% yield). (1) The reactants are [Cl:1][C:2]1[C:3]([O:12][C:13]2[CH:18]=[C:17]([O:19][CH2:20][CH2:21][O:22][CH3:23])[CH:16]=[CH:15][C:14]=2[CH2:24][CH2:25][CH2:26][OH:27])=[N:4][CH:5]=[C:6]([C:8]([F:11])([F:10])[F:9])[CH:7]=1.[NH:28]1[CH2:33][CH2:32][O:31][CH2:30][CH2:29]1.O.CN(C)[CH:37]=[O:38]. No catalyst specified. The product is [N:28]1([C:37]([O:27][CH2:26][CH2:25][CH2:24][C:14]2[CH:15]=[CH:16][C:17]([O:19][CH2:20][CH2:21][O:22][CH3:23])=[CH:18][C:13]=2[O:12][C:3]2[C:2]([Cl:1])=[CH:7][C:6]([C:8]([F:9])([F:11])[F:10])=[CH:5][N:4]=2)=[O:38])[CH2:33][CH2:32][O:31][CH2:30][CH2:29]1. The yield is 0.980. (2) The reactants are [Br:1][C:2]1[CH:3]=[C:4]([C:11]([O:13][CH3:14])=[O:12])[C:5]2[CH:6]=[N:7][NH:8][C:9]=2[CH:10]=1.C(=O)([O-])[O-].[Cs+].[Cs+].Br[CH:22]1[CH2:26][CH2:25][CH2:24][CH2:23]1. The catalyst is C(#N)C. The product is [Br:1][C:2]1[CH:3]=[C:4]([C:11]([O:13][CH3:14])=[O:12])[C:5]2[CH:6]=[N:7][N:8]([CH:22]3[CH2:26][CH2:25][CH2:24][CH2:23]3)[C:9]=2[CH:10]=1. The yield is 0.292. (3) The reactants are Br[C:2]1[CH:3]=[C:4]2[C:8](=[C:9]([F:11])[CH:10]=1)[N:7]([CH3:12])[C:6](=[O:13])[C:5]2([CH3:15])[CH3:14].[CH3:16][N:17]1[C:21]([C:22]#[N:23])=[CH:20][CH:19]=[C:18]1B(O)O.[F-].[K+]. The catalyst is O1CCOCC1.CCOC(C)=O.CC(C)([P](C(C)(C)C)([Pd][P](C(C)(C)C)(C(C)(C)C)C(C)(C)C)C(C)(C)C)C. The product is [F:11][C:9]1[CH:10]=[C:2]([C:18]2[N:17]([CH3:16])[C:21]([C:22]#[N:23])=[CH:20][CH:19]=2)[CH:3]=[C:4]2[C:8]=1[N:7]([CH3:12])[C:6](=[O:13])[C:5]2([CH3:15])[CH3:14]. The yield is 0.280. (4) The product is [Cl:34][C:31]1[S:30][C:29]([NH:28][C:8](=[O:10])[CH:7]([C:11]2[CH:16]=[CH:15][C:14]([S:17]([CH3:20])(=[O:19])=[O:18])=[CH:13][CH:12]=2)[CH2:6][CH:1]2[CH2:2][CH2:3][CH2:4][CH2:5]2)=[N:33][CH:32]=1. The reactants are [CH:1]1([CH2:6][CH:7]([C:11]2[CH:16]=[CH:15][C:14]([S:17]([CH3:20])(=[O:19])=[O:18])=[CH:13][CH:12]=2)[C:8]([OH:10])=O)[CH2:5][CH2:4][CH2:3][CH2:2]1.C(Cl)(=O)C(Cl)=O.Cl.[NH2:28][C:29]1[S:30][C:31]([Cl:34])=[CH:32][N:33]=1.C(N(CC)CC)C. The catalyst is CN(C)C=O.C(Cl)Cl. The yield is 0.250. (5) The product is [CH3:18][C:19]1[CH:24]=[CH:23][C:22]([CH3:25])=[CH:21][C:20]=1[C:2]1[CH:7]=[C:6]([C:8]2[CH:17]=[CH:16][C:15]3[C:10](=[CH:11][CH:12]=[CH:13][CH:14]=3)[CH:9]=2)[N:5]=[CH:4][N:3]=1. The catalyst is C1C=CC(P(C2C=CC=CC=2)C2C=CC=CC=2)=CC=1.C1C=CC(P(C2C=CC=CC=2)C2C=CC=CC=2)=CC=1.Cl[Pd]Cl.O.C(#N)C. The yield is 0.970. The reactants are Cl[C:2]1[CH:7]=[C:6]([C:8]2[CH:17]=[CH:16][C:15]3[C:10](=[CH:11][CH:12]=[CH:13][CH:14]=3)[CH:9]=2)[N:5]=[CH:4][N:3]=1.[CH3:18][C:19]1[CH:24]=[CH:23][C:22]([CH3:25])=[CH:21][C:20]=1B(O)O.C(=O)([O-])[O-].[Na+].[Na+]. (6) The reactants are [NH2:1][C:2]1[CH:3]=[C:4]([C:9]([Br:12])=[CH:10][N:11]=1)[C:5]([O:7][CH3:8])=[O:6].[CH2:13]([N:16]=[C:17]=[O:18])[CH2:14][CH3:15]. The catalyst is C(Cl)(Cl)Cl. The product is [Br:12][C:9]1[C:4]([C:5]([O:7][CH3:8])=[O:6])=[CH:3][C:2]([NH:1][C:17]([NH:16][CH2:13][CH2:14][CH3:15])=[O:18])=[N:11][CH:10]=1. The yield is 0.950. (7) The reactants are [Cl:1][C:2]1[CH:28]=[CH:27][C:5]([CH2:6][N:7]2[C:12](=[O:13])[C:11]([O:14][CH3:15])=[N:10][N:9]([C:16]3[CH:17]=[C:18]([NH:22]C(=O)C)[CH:19]=[CH:20][CH:21]=3)[C:8]2=[O:26])=[CH:4][CH:3]=1.Cl. The catalyst is C1COCC1. The product is [NH2:22][C:18]1[CH:17]=[C:16]([N:9]2[C:8](=[O:26])[N:7]([CH2:6][C:5]3[CH:27]=[CH:28][C:2]([Cl:1])=[CH:3][CH:4]=3)[C:12](=[O:13])[C:11]([O:14][CH3:15])=[N:10]2)[CH:21]=[CH:20][CH:19]=1. The yield is 0.945. (8) The reactants are CC([O-])(C)C.[Na+].[NH:7]1[C:15]2[C:10](=[CH:11][CH:12]=[CH:13][CH:14]=2)[CH:9]=[CH:8]1.Br[C:17]1[CH:22]=[CH:21][C:20]([CH3:23])=[CH:19][CH:18]=1. The catalyst is C1C=CC(/C=C/C(/C=C/C2C=CC=CC=2)=O)=CC=1.C1C=CC(/C=C/C(/C=C/C2C=CC=CC=2)=O)=CC=1.C1C=CC(/C=C/C(/C=C/C2C=CC=CC=2)=O)=CC=1.[Pd].[Pd].C1(C)C=CC=CC=1. The product is [CH3:23][C:20]1[CH:21]=[CH:22][C:17]([N:7]2[C:15]3[C:10](=[CH:11][CH:12]=[CH:13][CH:14]=3)[CH:9]=[CH:8]2)=[CH:18][CH:19]=1. The yield is 0.940. (9) The reactants are C(OC1C=C(NCCS(C)(=O)=O)C=CC=1OC)C.[CH2:19]([O:21][C:22]1[CH:23]=[C:24]([CH:30]([NH2:36])[CH2:31][S:32]([CH3:35])(=[O:34])=[O:33])[CH:25]=[CH:26][C:27]=1[O:28][CH3:29])[CH3:20].[C:37]([NH:40][C@H:41]([C:46]([OH:48])=[O:47])[CH2:42][CH:43]([CH3:45])[CH3:44])(=[O:39])[CH3:38]. The catalyst is CO. The product is [C:37]([NH:40][C@H:41]([C:46]([OH:48])=[O:47])[CH2:42][CH:43]([CH3:44])[CH3:45])(=[O:39])[CH3:38].[CH2:19]([O:21][C:22]1[CH:23]=[C:24]([C@H:30]([NH2:36])[CH2:31][S:32]([CH3:35])(=[O:34])=[O:33])[CH:25]=[CH:26][C:27]=1[O:28][CH3:29])[CH3:20]. The yield is 0.900.